This data is from Catalyst prediction with 721,799 reactions and 888 catalyst types from USPTO. The task is: Predict which catalyst facilitates the given reaction. (1) The catalyst class is: 24. Product: [Cl:1][C:2]1[CH:3]=[CH:4][C:5]([C:38]#[N:39])=[C:6]([C:8]2[C:13]([O:14][CH3:15])=[CH:12][N:11]([CH:16]([CH2:30][CH:31]3[CH2:36][CH2:35][CH2:34][CH2:33][O:32]3)[C:17]([NH:19][C:20]3[CH:29]=[CH:28][CH:27]=[CH:26][C:21]=3[C:22]([OH:24])=[O:23])=[O:18])[C:10](=[O:37])[CH:9]=2)[CH:7]=1. Reactant: [Cl:1][C:2]1[CH:3]=[CH:4][C:5]([C:38]#[N:39])=[C:6]([C:8]2[C:13]([O:14][CH3:15])=[CH:12][N:11]([CH:16]([CH2:30][CH:31]3[CH2:36][CH2:35][CH2:34][CH2:33][O:32]3)[C:17]([NH:19][C:20]3[CH:29]=[CH:28][CH:27]=[CH:26][C:21]=3[C:22]([O:24]C)=[O:23])=[O:18])[C:10](=[O:37])[CH:9]=2)[CH:7]=1.C(=O)([O-])[O-].[Cs+].[Cs+]. (2) The catalyst class is: 300. Product: [C:7]1([C:8]([O:33][C:29]([CH3:32])([CH3:31])[CH3:30])=[O:9])[CH:6]=[C:5]([C:3]([O:2][CH3:1])=[O:4])[CH:13]=[C:12]([C:14]([O:16][CH3:17])=[O:15])[CH:11]=1. Reactant: [CH3:1][O:2][C:3]([C:5]1[CH:6]=[C:7]([CH:11]=[C:12]([C:14]([O:16][CH3:17])=[O:15])[CH:13]=1)[C:8](O)=[O:9])=[O:4].S(Cl)(C1C=CC(C)=CC=1)(=O)=O.[C:29]([OH:33])([CH3:32])([CH3:31])[CH3:30].C(O)(=O)CC(CC(O)=O)(C(O)=O)O. (3) Reactant: [Br:1][C:2]1[CH:7]=[CH:6][C:5]([CH2:8][CH2:9][C:10]([N:12]2[CH2:17][CH2:16][O:15][CH2:14][CH2:13]2)=O)=[CH:4][CH:3]=1.CSC.C(OCC)C.Cl. Product: [Br:1][C:2]1[CH:7]=[CH:6][C:5]([CH2:8][CH2:9][CH2:10][N:12]2[CH2:13][CH2:14][O:15][CH2:16][CH2:17]2)=[CH:4][CH:3]=1. The catalyst class is: 1. (4) Reactant: [F:1][C:2]1[CH:3]=[C:4]([C:8]2[N:13]=[C:12]([C:14]#[N:15])[CH:11]=[CH:10][C:9]=2[CH3:16])[CH:5]=[CH:6][CH:7]=1.FC(F)(F)C(OC(=O)C(F)(F)F)=[O:20].C([O-])([O-])=O.C([O-])([O-])=O.OO.OO.OO.[Na+].[Na+].[Na+].[Na+].C(=O)([O-])O.[Na+]. Product: [F:1][C:2]1[CH:3]=[C:4]([C:8]2[C:9]([CH3:16])=[CH:10][CH:11]=[C:12]([C:14]#[N:15])[N+:13]=2[O-:20])[CH:5]=[CH:6][CH:7]=1. The catalyst class is: 115. (5) Reactant: [CH:1]([C:3]1[O:4][C:5]([C:8]([O:10][CH2:11][CH3:12])=[O:9])=[CH:6][N:7]=1)=[CH2:2].[H][H]. Product: [CH2:1]([C:3]1[O:4][C:5]([C:8]([O:10][CH2:11][CH3:12])=[O:9])=[CH:6][N:7]=1)[CH3:2]. The catalyst class is: 19. (6) Reactant: C(N(CC)CC)C.C(O[C:13]([NH:15][N:16]([C:18]1[CH:23]=[C:22]([F:24])[CH:21]=[CH:20][C:19]=1[F:25])C)=O)(C)(C)C.[CH3:26][C@:27]12[C:33]([CH3:35])([CH3:34])[C@H:30]([CH2:31][CH2:32]1)[CH:29]([C:36](Cl)=[O:37])[C:28]2=O.Cl.O1CCOCC1. Product: [F:25][C:19]1[CH:20]=[CH:21][C:22]([F:24])=[CH:23][C:18]=1[N:16]1[C:36](=[O:37])[C:29]2[C@@H:30]3[C:33]([CH3:35])([CH3:34])[C@@:27]([CH3:26])([CH2:32][CH2:31]3)[C:28]=2[N:15]1[CH3:13]. The catalyst class is: 756. (7) Reactant: [OH-].[Na+].[CH2:3]([O:5][C:6]1[CH:11]=[C:10]([CH2:12][CH2:13][C:14]([O:16]C)=[O:15])[CH:9]=[CH:8][C:7]=1[C:18]1[CH:23]=[CH:22][CH:21]=[C:20]([N:24]([CH3:35])[C:25]([NH:27][CH2:28][CH2:29][CH2:30][CH2:31][CH2:32][CH2:33][CH3:34])=[O:26])[CH:19]=1)[CH3:4]. Product: [CH2:3]([O:5][C:6]1[CH:11]=[C:10]([CH2:12][CH2:13][C:14]([OH:16])=[O:15])[CH:9]=[CH:8][C:7]=1[C:18]1[CH:23]=[CH:22][CH:21]=[C:20]([N:24]([CH3:35])[C:25]([NH:27][CH2:28][CH2:29][CH2:30][CH2:31][CH2:32][CH2:33][CH3:34])=[O:26])[CH:19]=1)[CH3:4]. The catalyst class is: 83. (8) Reactant: [OH:1][CH2:2][CH2:3][CH2:4][N:5]([CH3:13])[C:6](=[O:12])[O:7][C:8]([CH3:11])([CH3:10])[CH3:9].C(N(CC)CC)C.C(=O)([O-])O.[Na+].[CH3:26][S:27](Cl)(=[O:29])=[O:28]. Product: [CH3:26][S:27]([O:1][CH2:2][CH2:3][CH2:4][N:5]([C:6]([O:7][C:8]([CH3:10])([CH3:9])[CH3:11])=[O:12])[CH3:13])(=[O:29])=[O:28]. The catalyst class is: 13. (9) Reactant: [NH:1]([CH2:3][C:4]([OH:6])=[O:5])[CH3:2].[OH-].[K+].Cl[CH:10]([C:17]1[CH:22]=[CH:21][CH:20]=[CH:19][CH:18]=1)[C:11]1[CH:16]=[CH:15][CH:14]=[CH:13][CH:12]=1.O. Product: [C:11]1([CH:10]([C:17]2[CH:22]=[CH:21][CH:20]=[CH:19][CH:18]=2)[N:1]([CH2:3][C:4]([OH:6])=[O:5])[CH3:2])[CH:16]=[CH:15][CH:14]=[CH:13][CH:12]=1. The catalyst class is: 32. (10) Reactant: [N+:1]([C:4]1[CH:9]=[CH:8][C:7]([NH:10][CH2:11][CH2:12][CH:13]([OH:26])[CH2:14][CH2:15][NH:16][C:17]2[CH:22]=[CH:21][C:20]([N+:23]([O-])=O)=[CH:19][CH:18]=2)=[CH:6][CH:5]=1)([O-])=O. Product: [NH2:23][C:20]1[CH:21]=[CH:22][C:17]([NH:16][CH2:15][CH2:14][CH:13]([OH:26])[CH2:12][CH2:11][NH:10][C:7]2[CH:6]=[CH:5][C:4]([NH2:1])=[CH:9][CH:8]=2)=[CH:18][CH:19]=1. The catalyst class is: 63.